From a dataset of Blood-brain barrier permeability classification from the B3DB database. Regression/Classification. Given a drug SMILES string, predict its absorption, distribution, metabolism, or excretion properties. Task type varies by dataset: regression for continuous measurements (e.g., permeability, clearance, half-life) or binary classification for categorical outcomes (e.g., BBB penetration, CYP inhibition). Dataset: b3db_classification. (1) The molecule is CO/N=C(\C(=O)N[C@@H]1C(=O)N2C(C(=O)O)=C(C[n+]3cccc4c3CCCC4)CS[C@H]12)c1csc(N)n1. The result is 0 (does not penetrate BBB). (2) The molecule is CN(C)c1ccnc2sc3c(=O)n(N4CCCCCC4)cnc3c12. The result is 1 (penetrates BBB).